The task is: Predict the product of the given reaction.. This data is from Forward reaction prediction with 1.9M reactions from USPTO patents (1976-2016). (1) Given the reactants [C:1]([O:5][C:6]([N:8]1[CH2:12][CH2:11][CH2:10][CH:9]1[CH:13]=[CH:14][C:15]([O:17]CC)=[O:16])=[O:7])([CH3:4])([CH3:3])[CH3:2].O[Li].O, predict the reaction product. The product is: [C:1]([O:5][C:6]([N:8]1[CH2:12][CH2:11][CH2:10][CH:9]1[CH:13]=[CH:14][C:15]([OH:17])=[O:16])=[O:7])([CH3:4])([CH3:2])[CH3:3]. (2) The product is: [Br:1][C:2]1[C:7]([CH3:8])=[CH:6][C:5]([O:9][CH3:10])=[CH:4][C:3]=1[C:11]([OH:13])=[O:12]. Given the reactants [Br:1][C:2]1[C:7]([CH3:8])=[CH:6][C:5]([O:9][CH3:10])=[CH:4][C:3]=1[CH2:11][OH:12].[O-:13][Mn](=O)(=O)=O.[K+].OS([O-])=O.[Na+].[NH4+].[OH-], predict the reaction product. (3) Given the reactants [Si:1]([O:8][CH2:9][CH2:10][NH:11][C:12]1[C:21]2[C:16](=[CH:17][CH:18]=[CH:19][N:20]=2)[N:15]=[CH:14][C:13]=1[N+:22]([O-])=O)([C:4]([CH3:7])([CH3:6])[CH3:5])([CH3:3])[CH3:2], predict the reaction product. The product is: [Si:1]([O:8][CH2:9][CH2:10][NH:11][C:12]1[C:21]2[C:16](=[CH:17][CH:18]=[CH:19][N:20]=2)[N:15]=[CH:14][C:13]=1[NH2:22])([C:4]([CH3:7])([CH3:5])[CH3:6])([CH3:3])[CH3:2]. (4) Given the reactants [CH3:1][O:2][CH2:3][C@H:4]1[N:8]([C:9]([O:11][C:12]([CH3:15])(C)C)=[O:10])[CH2:7][C@@H:6]([C:16](O)=O)[CH2:5]1.C([O-])([O-])=O.[Cs+].[Cs+].[CH2:25](Br)[C:26]1C=C[CH:29]=[CH:28][CH:27]=1.C[N:34](C=O)C, predict the reaction product. The product is: [CH3:1][O:2][CH2:3][C@H:4]1[N:8]([C:9]([O:11][CH2:12][C:15]2[CH:29]=[CH:28][CH:27]=[CH:26][CH:25]=2)=[O:10])[CH2:7][C@@H:6]([C:16]#[N:34])[CH2:5]1.